Task: Predict the reactants needed to synthesize the given product.. Dataset: Full USPTO retrosynthesis dataset with 1.9M reactions from patents (1976-2016) (1) Given the product [CH:23]1([NH:22][C:18]2[N:17]=[C:16]([C:15]3[CH:14]=[N:13][N:11]4[C:10]=3[CH:9]=[CH:8][C:7]([CH:30]=[CH2:35])=[N:12]4)[CH:21]=[CH:20][N:19]=2)[CH2:25][CH2:24]1, predict the reactants needed to synthesize it. The reactants are: FC(F)(F)S(O[C:7]1[CH:8]=[CH:9][C:10]2[N:11]([N:13]=[CH:14][C:15]=2[C:16]2[CH:21]=[CH:20][N:19]=[C:18]([NH:22][CH:23]3[CH2:25][CH2:24]3)[N:17]=2)[N:12]=1)(=O)=O.[Li+].[Cl-].[CH:30]1C=CC([As](C2C=CC=CC=2)C2C=CC=CC=2)=C[CH:35]=1.C([Sn](CCCC)(CCCC)CCCC)=C. (2) The reactants are: [C:1]([C:3]1[CH:4]=[CH:5][C:6]([S:9][C:10]2[CH:11]=[C:12]([CH:16]=[CH:17][CH:18]=2)[C:13](O)=[O:14])=[N:7][CH:8]=1)#[N:2].[BH4-].[Na+].O. Given the product [OH:14][CH2:13][C:12]1[CH:11]=[C:10]([S:9][C:6]2[CH:5]=[CH:4][C:3]([C:1]#[N:2])=[CH:8][N:7]=2)[CH:18]=[CH:17][CH:16]=1, predict the reactants needed to synthesize it. (3) Given the product [C:38]([O:31][C:28]([C@@:17]1([O:18][C:19]2[CH:24]=[C:23]([F:25])[C:22]([F:26])=[C:21]([F:27])[CH:20]=2)[CH2:16][CH2:15][CH2:14][N:13]2[C:9]([C:7]3[CH:6]=[CH:5][C:4]([N:32]4[CH:36]=[C:35]([CH3:37])[N:34]=[CH:33]4)=[C:3]([O:2][CH3:1])[N:8]=3)=[N:10][N:11]=[C:12]12)([CH3:30])[CH3:29])(=[O:47])[C:39]1[C:40](=[CH:42][CH:43]=[C:44]([CH:46]=1)[OH:45])[OH:41], predict the reactants needed to synthesize it. The reactants are: [CH3:1][O:2][C:3]1[N:8]=[C:7]([C:9]2[N:13]3[CH2:14][CH2:15][CH2:16][C@@:17]([C:28]([OH:31])([CH3:30])[CH3:29])([O:18][C:19]4[CH:24]=[C:23]([F:25])[C:22]([F:26])=[C:21]([F:27])[CH:20]=4)[C:12]3=[N:11][N:10]=2)[CH:6]=[CH:5][C:4]=1[N:32]1[CH:36]=[C:35]([CH3:37])[N:34]=[CH:33]1.[C:38](O)(=[O:47])[C:39]1[C:40](=[CH:42][CH:43]=[C:44]([CH:46]=1)[OH:45])[OH:41].CCCCCCC. (4) Given the product [Br:13][C:14]1[CH:19]=[CH:18][C:17]([CH2:20][CH2:21][NH:22][C:10](=[O:12])[CH2:9][NH:8][C:1](=[O:2])[O:3][C:4]([CH3:5])([CH3:6])[CH3:7])=[CH:16][CH:15]=1, predict the reactants needed to synthesize it. The reactants are: [C:1]([NH:8][CH2:9][C:10]([OH:12])=O)([O:3][C:4]([CH3:7])([CH3:6])[CH3:5])=[O:2].[Br:13][C:14]1[CH:19]=[CH:18][C:17]([CH2:20][CH2:21][NH2:22])=[CH:16][CH:15]=1.C(=O)([O-])O.[Na+].C(OCC)(=O)C. (5) The reactants are: [CH2:1]([O:3][C:4]([C:6]1[CH:11]=[CH:10][C:9]([C:12]2[C:17]([Cl:18])=[CH:16][CH:15]=[C:14]([C:19]([OH:21])=O)[CH:13]=2)=[CH:8][CH:7]=1)=[O:5])[CH3:2].[F:22][C:23]1[CH:24]=C(N)[CH:26]=[CH:27][C:28]=1[N:29]1CCOCC1.CCN=C=NCCCN(C)C.C1C=CC2N(O)N=NC=2C=1.[CH3:57][N:58]1[CH2:63][CH2:62][O:61][CH2:60][CH2:59]1. Given the product [CH2:1]([O:3][C:4]([C:6]1[CH:7]=[CH:8][C:9]([C:12]2[CH:13]=[C:14]([C:19](=[O:21])[NH:29][C:28]3[CH:27]=[CH:26][C:57]([N:58]4[CH2:63][CH2:62][O:61][CH2:60][CH2:59]4)=[CH:24][C:23]=3[F:22])[CH:15]=[CH:16][C:17]=2[Cl:18])=[CH:10][CH:11]=1)=[O:5])[CH3:2], predict the reactants needed to synthesize it.